Dataset: Forward reaction prediction with 1.9M reactions from USPTO patents (1976-2016). Task: Predict the product of the given reaction. (1) Given the reactants [CH3:1][O:2][C:3]([C@H:5]1[N:9]2[C:10](=[O:33])[C:11]([CH2:31][NH2:32])=[C:12]([CH2:20]C3C4C(=CC=CC=4)C=CC=3)[C:13]([C:14]3[CH:19]=[CH:18][CH:17]=[CH:16][CH:15]=3)=[C:8]2[S:7][CH2:6]1)=[O:4].COC([C@H]1N2C(=O)C(C#N)=C(CC3C4C(=CC=CC=4)C=CC=3)C(C3C=CC=CC=3)=C2SC1)=O.COC([C@H]1N2C(=O)C(C#N)=C(C)C(C3C=CC=CC=3)=C2SC1)=O, predict the reaction product. The product is: [CH3:1][O:2][C:3]([C@H:5]1[N:9]2[C:10](=[O:33])[C:11]([CH2:31][NH2:32])=[C:12]([CH3:20])[C:13]([C:14]3[CH:19]=[CH:18][CH:17]=[CH:16][CH:15]=3)=[C:8]2[S:7][CH2:6]1)=[O:4]. (2) Given the reactants [CH:1]1([C:4]2[C:5]([O:13][CH2:14][C:15]([F:18])([F:17])[F:16])=[CH:6][C:7]([C:10]([OH:12])=O)=[N:8][CH:9]=2)[CH2:3][CH2:2]1.[NH2:19][CH:20]([C:23]([CH3:26])([CH3:25])[CH3:24])[C:21]#[N:22], predict the reaction product. The product is: [C:21]([CH:20]([NH:19][C:10]([C:7]1[CH:6]=[C:5]([O:13][CH2:14][C:15]([F:18])([F:17])[F:16])[C:4]([CH:1]2[CH2:2][CH2:3]2)=[CH:9][N:8]=1)=[O:12])[C:23]([CH3:26])([CH3:25])[CH3:24])#[N:22]. (3) Given the reactants [Br:1][C:2]1[C:3]([F:11])=[C:4](B(O)O)[CH:5]=[CH:6][CH:7]=1.C(O)(=[O:14])C.OO, predict the reaction product. The product is: [Br:1][C:2]1[C:3]([F:11])=[C:4]([OH:14])[CH:5]=[CH:6][CH:7]=1. (4) Given the reactants [CH:1]([C:4]1[CH:5]=[CH:6][C:7]([O:22][CH3:23])=[C:8]([C:10]2[C:11]([CH:20]=O)=[CH:12][C:13]([C:16]([F:19])([F:18])[F:17])=[CH:14][CH:15]=2)[CH:9]=1)([CH3:3])[CH3:2].[F:24][C:25]([F:39])([F:38])[C:26]1[CH:27]=[C:28]([CH:31]=[C:32]([C:34]([F:37])([F:36])[F:35])[CH:33]=1)[CH2:29][NH2:30].[BH4-].[Na+], predict the reaction product. The product is: [F:24][C:25]([F:38])([F:39])[C:26]1[CH:27]=[C:28]([CH:31]=[C:32]([C:34]([F:37])([F:35])[F:36])[CH:33]=1)[CH2:29][NH:30][CH2:20][C:11]1[CH:12]=[C:13]([C:16]([F:17])([F:18])[F:19])[CH:14]=[CH:15][C:10]=1[C:8]1[CH:9]=[C:4]([CH:1]([CH3:3])[CH3:2])[CH:5]=[CH:6][C:7]=1[O:22][CH3:23]. (5) Given the reactants [CH3:1][S:2][C:3]1[CH:8]=[CH:7][C:6]([CH2:9][CH2:10][C:11](O)=O)=[CH:5][CH:4]=1.C1CCC(N=C=NC2CCCCC2)CC1.[N:29]1[C:33]2[CH:34]=[CH:35][C:36]([C:38]([NH:40][NH2:41])=O)=[CH:37][C:32]=2[NH:31][CH:30]=1.COC1C=CC(P2(SP(C3C=CC(OC)=CC=3)(=S)S2)=[S:51])=CC=1, predict the reaction product. The product is: [CH3:1][S:2][C:3]1[CH:8]=[CH:7][C:6]([CH2:9][CH2:10][C:11]2[S:51][C:38]([C:36]3[CH:35]=[CH:34][C:33]4[NH:29][CH:30]=[N:31][C:32]=4[CH:37]=3)=[N:40][N:41]=2)=[CH:5][CH:4]=1. (6) Given the reactants [CH3:1][O:2][C:3]1[CH:4]=[C:5]([CH:9]([CH2:16][CH3:17])[CH:10]([CH3:15])[CH2:11][N:12]([CH3:14])[CH3:13])[CH:6]=[CH:7][CH:8]=1.Cl, predict the reaction product. The product is: [CH3:1][O:2][C:3]1[CH:4]=[C:5](/[C:9](=[CH:16]\[CH3:17])/[C@H:10]([CH3:15])[CH2:11][N:12]([CH3:14])[CH3:13])[CH:6]=[CH:7][CH:8]=1. (7) Given the reactants [CH2:1]([N:8]1[C:16]2[C:15](=[O:17])[NH:14][C:13](=[O:18])[NH:12][C:11]=2[N:10]=[CH:9]1)[C:2]1[CH:7]=[CH:6][CH:5]=[CH:4][CH:3]=1.C(=O)([O-])[O-].[Na+].[Na+].I[CH2:26][CH2:27][CH2:28][CH2:29][CH3:30], predict the reaction product. The product is: [CH2:1]([N:8]1[C:16]2[C:15](=[O:17])[NH:14][C:13](=[O:18])[N:12]([CH2:26][CH2:27][CH2:28][CH2:29][CH3:30])[C:11]=2[N:10]=[CH:9]1)[C:2]1[CH:7]=[CH:6][CH:5]=[CH:4][CH:3]=1. (8) Given the reactants [Cl:1][C:2]1[CH:10]=[CH:9][CH:8]=[C:7]2[C:3]=1[C:4]([C:17]([OH:19])=O)=[CH:5][N:6]2[CH2:11][CH2:12][O:13][CH:14]1[CH2:16][CH2:15]1.CCN=C=NCCCN(C)C.C1C=CC2N(O)N=NC=2C=1.CCN(CC)CC.[F:48][C:49]1([F:57])[CH2:54][CH2:53][CH:52]([CH2:55][NH2:56])[CH2:51][CH2:50]1, predict the reaction product. The product is: [Cl:1][C:2]1[CH:10]=[CH:9][CH:8]=[C:7]2[C:3]=1[C:4]([C:17]([NH:56][CH2:55][CH:52]1[CH2:53][CH2:54][C:49]([F:57])([F:48])[CH2:50][CH2:51]1)=[O:19])=[CH:5][N:6]2[CH2:11][CH2:12][O:13][CH:14]1[CH2:15][CH2:16]1. (9) Given the reactants [CH2:1]([O:3][C:4]([C:6]1[CH:38]=[CH:37][C:9]2[N:10]([CH:31]3[CH2:36][CH2:35][CH2:34][CH2:33][CH2:32]3)[C:11]([C:13]3[CH:14]=[C:15]4[C:20](=[CH:21][CH:22]=3)[N:19]=[C:18]([C:23](=[O:30])[NH:24][CH:25]([C:27](=O)N)[CH3:26])[CH:17]=[CH:16]4)=[N:12][C:8]=2[CH:7]=1)=[O:5])[CH3:2].[Cl:39][C:40]1[CH:46]=CC(N)=C[CH:41]=1, predict the reaction product. The product is: [CH2:1]([O:3][C:4]([C:6]1[CH:38]=[CH:37][C:9]2[N:10]([CH:31]3[CH2:32][CH2:33][CH2:34][CH2:35][CH2:36]3)[C:11]([C:13]3[CH:14]=[C:15]4[C:20](=[CH:21][CH:22]=3)[N:19]=[C:18]([C:23](=[O:30])[NH:24][C:25]3[CH:27]=[CH:46][C:40]([Cl:39])=[CH:41][CH:26]=3)[CH:17]=[CH:16]4)=[N:12][C:8]=2[CH:7]=1)=[O:5])[CH3:2].